Dataset: Full USPTO retrosynthesis dataset with 1.9M reactions from patents (1976-2016). Task: Predict the reactants needed to synthesize the given product. (1) Given the product [ClH:1].[NH2:24][CH2:22][C:21]1[CH:25]=[CH:26][C:27]([F:28])=[C:19]([N:4]2[C:5]([CH3:18])=[CH:6][C:7]([O:8][CH2:9][C:10]3[CH:15]=[CH:14][C:13]([F:16])=[CH:12][C:11]=3[F:17])=[C:2]([Cl:1])[C:3]2=[O:29])[CH:20]=1, predict the reactants needed to synthesize it. The reactants are: [Cl:1][C:2]1[C:3](=[O:29])[N:4]([C:19]2[CH:20]=[C:21]([CH:25]=[CH:26][C:27]=2[F:28])[C:22]([NH2:24])=O)[C:5]([CH3:18])=[CH:6][C:7]=1[O:8][CH2:9][C:10]1[CH:15]=[CH:14][C:13]([F:16])=[CH:12][C:11]=1[F:17]. (2) Given the product [C:1]([C:3]1[CH:4]=[C:5]([CH:21]=[CH:22][CH:23]=1)[CH2:6][O:7][C:8]1[C:16]([CH3:17])=[N:15][C:14]([CH:18]2[CH2:19][CH2:20]2)=[CH:13][C:9]=1[C:10]([NH:24][C:25]1[CH:32]=[CH:31][C:28]([C:29]#[N:30])=[CH:27][CH:26]=1)=[O:11])#[N:2], predict the reactants needed to synthesize it. The reactants are: [C:1]([C:3]1[CH:4]=[C:5]([CH:21]=[CH:22][CH:23]=1)[CH2:6][O:7][C:8]1[C:16]([CH3:17])=[N:15][C:14]([CH:18]2[CH2:20][CH2:19]2)=[CH:13][C:9]=1[C:10](O)=[O:11])#[N:2].[NH2:24][C:25]1[CH:32]=[CH:31][C:28]([C:29]#[N:30])=[CH:27][CH:26]=1. (3) Given the product [O:28]=[C:25]1[CH2:26][CH2:27][N:22]([C:19]2[CH:20]=[CH:21][C:16]([NH:15][S:2]([C:5]3[CH:13]=[CH:12][C:8]([C:9]([OH:11])=[O:10])=[CH:7][CH:6]=3)(=[O:4])=[O:3])=[CH:17][CH:18]=2)[CH2:23][CH2:24]1, predict the reactants needed to synthesize it. The reactants are: Cl[S:2]([C:5]1[CH:13]=[CH:12][C:8]([C:9]([OH:11])=[O:10])=[CH:7][CH:6]=1)(=[O:4])=[O:3].Cl.[NH2:15][C:16]1[CH:21]=[CH:20][C:19]([N:22]2[CH2:27][CH2:26][C:25](=[O:28])[CH2:24][CH2:23]2)=[CH:18][CH:17]=1.